This data is from Reaction yield outcomes from USPTO patents with 853,638 reactions. The task is: Predict the reaction yield, written as a fraction of the theoretical maximum amount of product (1.0 means a 100% yield; for example, 0.34 means a 34% yield). The reactants are [O:1]=[C:2]1[CH2:10][C:9]2[C:4](=[CH:5][C:6]([C:11]([C:13]3[CH:14]=[C:15]([NH:19][C:20]([C:22]4[S:23][CH:24]=[CH:25][C:26]=4[CH3:27])=[O:21])[CH:16]=[CH:17][CH:18]=3)=[O:12])=[CH:7][CH:8]=2)[NH:3]1.[CH:28](OCC)=[O:29].[O-]CC.[Na+].Cl. The catalyst is C(O)C. The product is [OH:29][CH:28]=[C:10]1[C:9]2[C:4](=[CH:5][C:6]([C:11]([C:13]3[CH:14]=[C:15]([NH:19][C:20]([C:22]4[S:23][CH:24]=[CH:25][C:26]=4[CH3:27])=[O:21])[CH:16]=[CH:17][CH:18]=3)=[O:12])=[CH:7][CH:8]=2)[NH:3][C:2]1=[O:1]. The yield is 0.670.